Dataset: Reaction yield outcomes from USPTO patents with 853,638 reactions. Task: Predict the reaction yield, written as a fraction of the theoretical maximum amount of product (1.0 means a 100% yield; for example, 0.34 means a 34% yield). (1) The reactants are FC(F)(F)S(O[C:7]1[CH2:8][CH2:9][C:10]([C:19]([O:21][CH3:22])=[O:20])([C:13]2[CH:18]=[CH:17][CH:16]=[CH:15][CH:14]=2)[CH2:11][CH:12]=1)(=O)=O.[F:25][C:26]1[CH:27]=[N:28][CH:29]=[C:30](B(O)O)[CH:31]=1.[F-].[Cs+].COCCOC. The catalyst is C1(P(C2C=CC=CC=2)C2C=CC=CC=2)C=CC=CC=1.C1(P(C2C=CC=CC=2)C2C=CC=CC=2)C=CC=CC=1.C1(P(C2C=CC=CC=2)C2C=CC=CC=2)C=CC=CC=1.C1(P(C2C=CC=CC=2)C2C=CC=CC=2)C=CC=CC=1.[Pd].CO. The product is [F:25][C:26]1[CH:31]=[C:30]([C:7]2[CH2:8][CH2:9][C:10]([C:19]([O:21][CH3:22])=[O:20])([C:13]3[CH:14]=[CH:15][CH:16]=[CH:17][CH:18]=3)[CH2:11][CH:12]=2)[CH:29]=[N:28][CH:27]=1. The yield is 0.570. (2) The reactants are [CH3:1][C:2]1([CH3:52])[C:14]2[CH:13]=[C:12]([C:15]3[CH:16]=[C:17]([C:30]4[N:35]=[C:34]([C:36]5[CH:41]=[CH:40][CH:39]=[CH:38][CH:37]=5)[N:33]=[C:32]([C:42]5[CH:47]=[CH:46][CH:45]=[CH:44][CH:43]=5)[N:31]=4)[CH:18]=[C:19](B4OC(C)(C)C(C)(C)O4)[CH:20]=3)[C:11]3[CH:48]=[CH:49][CH:50]=[CH:51][C:10]=3[C:9]=2[C:8]2[CH:7]=[CH:6][CH:5]=[CH:4][C:3]1=2.Br[C:54]1[CH:55]=[CH:56][C:57]([CH3:60])=[N:58][CH:59]=1.C(=O)([O-])[O-].[K+].[K+].O. The catalyst is O1CCCC1.[Pd].C1(P(C2C=CC=CC=2)C2C=CC=CC=2)C=CC=CC=1.C1(P(C2C=CC=CC=2)C2C=CC=CC=2)C=CC=CC=1.C1(P(C2C=CC=CC=2)C2C=CC=CC=2)C=CC=CC=1.C1(P(C2C=CC=CC=2)C2C=CC=CC=2)C=CC=CC=1. The product is [CH3:1][C:2]1([CH3:52])[C:14]2[CH:13]=[C:12]([C:15]3[CH:16]=[C:17]([C:30]4[N:35]=[C:34]([C:36]5[CH:41]=[CH:40][CH:39]=[CH:38][CH:37]=5)[N:33]=[C:32]([C:42]5[CH:43]=[CH:44][CH:45]=[CH:46][CH:47]=5)[N:31]=4)[CH:18]=[C:19]([C:54]4[CH:59]=[N:58][C:57]([CH3:60])=[CH:56][CH:55]=4)[CH:20]=3)[C:11]3[CH:48]=[CH:49][CH:50]=[CH:51][C:10]=3[C:9]=2[C:8]2[CH:7]=[CH:6][CH:5]=[CH:4][C:3]1=2. The yield is 0.630. (3) The reactants are [ClH:1].[F:2][C:3]([F:20])([F:19])[CH2:4][CH2:5][C@@H:6]([NH:10][C@@H](C1C=CC=CC=1)C)[C:7]([NH2:9])=[O:8].CO.O. The catalyst is [Pd].[OH-].[OH-].[Pd+2].ClCCl. The product is [ClH:1].[NH2:10][C@H:6]([CH2:5][CH2:4][C:3]([F:2])([F:19])[F:20])[C:7]([NH2:9])=[O:8]. The yield is 0.910. (4) The reactants are [NH2:1][CH2:2][CH2:3][CH2:4][CH2:5][C@H:6]([NH:10][C:11]([O:13][CH2:14][CH:15]1[C:27]2[CH:26]=[CH:25][CH:24]=[CH:23][C:22]=2[C:21]2[C:16]1=[CH:17][CH:18]=[CH:19][CH:20]=2)=[O:12])[C:7]([OH:9])=[O:8].C(=O)([O-])[O-].[K+].[K+].Cl[C:35]([O:37][CH2:38][CH:39]=[CH2:40])=[O:36]. The catalyst is O1CCOCC1.O. The product is [CH2:38]([O:37][C:35]([NH:1][CH2:2][CH2:3][CH2:4][CH2:5][C@H:6]([NH:10][C:11]([O:13][CH2:14][CH:15]1[C:16]2[CH:17]=[CH:18][CH:19]=[CH:20][C:21]=2[C:22]2[C:27]1=[CH:26][CH:25]=[CH:24][CH:23]=2)=[O:12])[C:7]([OH:9])=[O:8])=[O:36])[CH:39]=[CH2:40]. The yield is 0.940.